From a dataset of Catalyst prediction with 721,799 reactions and 888 catalyst types from USPTO. Predict which catalyst facilitates the given reaction. (1) Reactant: [OH-].[Na+].C([O:5][C:6]([C:8]1[C:12]([CH2:13][CH2:14][CH2:15][CH3:16])=[C:11]([Si](C)(C)C)[NH:10][N:9]=1)=[O:7])C.Cl. Product: [CH2:13]([C:12]1[C:8]([C:6]([OH:7])=[O:5])=[N:9][NH:10][CH:11]=1)[CH2:14][CH2:15][CH3:16]. The catalyst class is: 14. (2) Reactant: [Br:1][C:2]1[CH:3]=[C:4]([C:19]([CH3:22])([CH3:21])[CH3:20])[C:5]([O:17][CH3:18])=[C:6]([CH:16]=1)[CH2:7][O:8][C:9]1[CH:14]=[CH:13][C:12]([NH2:15])=[CH:11][CH:10]=1.[CH3:23][S:24](Cl)(=[O:26])=[O:25]. Product: [Br:1][C:2]1[CH:3]=[C:4]([C:19]([CH3:22])([CH3:21])[CH3:20])[C:5]([O:17][CH3:18])=[C:6]([CH:16]=1)[CH2:7][O:8][C:9]1[CH:10]=[CH:11][C:12]([NH:15][S:24]([CH3:23])(=[O:26])=[O:25])=[CH:13][CH:14]=1. The catalyst class is: 436. (3) Reactant: Br[CH2:2][CH2:3][CH2:4][CH2:5][CH2:6][Br:7].[O:8]=[CH:9][C:10]1[CH:18]=[CH:17][C:15](O)=[C:12]([O:13][CH3:14])[CH:11]=1.[C:19](=O)([O-])[O-:20].[K+].[K+]. Product: [Br:7][CH2:6][CH2:5][CH2:4][CH2:3][CH2:2][C:19]([C:15]1[CH:17]=[CH:18][C:10]([CH:9]=[O:8])=[CH:11][C:12]=1[O:13][CH3:14])=[O:20]. The catalyst class is: 21. (4) Reactant: [CH3:1][NH:2][CH3:3].[Cl:4][C:5]1[N:6]=[C:7](Cl)[C:8]2[C:9](=[CH:11][S:12][CH:13]=2)[N:10]=1.C(N(CC)CC)C. Product: [Cl:4][C:5]1[N:6]=[C:7]([N:2]([CH3:3])[CH3:1])[C:8]2[C:9](=[CH:11][S:12][CH:13]=2)[N:10]=1. The catalyst class is: 8. (5) Reactant: [CH3:1][C:2]1[CH:7]=[CH:6][C:5]([S:8]([O:11][C:12]2[CH:13]=[C:14]3[C:19](=[CH:20][CH:21]=2)[NH:18][C:17]([CH3:23])([CH3:22])[CH:16]=[C:15]3[CH3:24])(=[O:10])=[O:9])=[CH:4][CH:3]=1.[Br:25]N1C(=O)CCC1=O. Product: [CH3:1][C:2]1[CH:3]=[CH:4][C:5]([S:8]([O:11][C:12]2[CH:13]=[C:14]3[C:19](=[C:20]([Br:25])[CH:21]=2)[NH:18][C:17]([CH3:23])([CH3:22])[CH:16]=[C:15]3[CH3:24])(=[O:10])=[O:9])=[CH:6][CH:7]=1. The catalyst class is: 7. (6) Reactant: [CH3:1][O:2][C:3](=[O:30])[C:4]1[CH:9]=[C:8]([O:10][C:11]2[CH:16]=[CH:15][C:14]([NH2:17])=[C:13]([Cl:18])[CH:12]=2)[CH:7]=[CH:6][C:5]=1[NH:19][S:20]([C:23]1[CH:28]=[CH:27][C:26]([CH3:29])=[CH:25][CH:24]=1)(=[O:22])=[O:21].[S:31](Cl)([C:34]1[CH:40]=[CH:39][C:37]([CH3:38])=[CH:36][CH:35]=1)(=[O:33])=[O:32].N1C=CC=CC=1. Product: [CH3:1][O:2][C:3](=[O:30])[C:4]1[CH:9]=[C:8]([O:10][C:11]2[CH:16]=[CH:15][C:14]([NH:17][S:31]([C:34]3[CH:40]=[CH:39][C:37]([CH3:38])=[CH:36][CH:35]=3)(=[O:33])=[O:32])=[C:13]([Cl:18])[CH:12]=2)[CH:7]=[CH:6][C:5]=1[NH:19][S:20]([C:23]1[CH:24]=[CH:25][C:26]([CH3:29])=[CH:27][CH:28]=1)(=[O:22])=[O:21]. The catalyst class is: 2. (7) Reactant: [F:1][C@@H:2]1[C@@H:6]([CH2:7]I)[O:5][C@@H:4]([N:9]2[CH:14]=[CH:13][C:12](=[O:15])[NH:11][C:10]2=[O:16])[C@@H:3]1[OH:17].C[O-].[Na+]. Product: [F:1][C@@H:2]1[C:6](=[CH2:7])[O:5][C@@H:4]([N:9]2[CH:14]=[CH:13][C:12](=[O:15])[NH:11][C:10]2=[O:16])[C@@H:3]1[OH:17]. The catalyst class is: 5. (8) Reactant: [C:1]([O:5][C:6](=[O:26])[CH:7]([N:12]=[C:13]([C:20]1[CH:25]=[CH:24][CH:23]=[CH:22][CH:21]=1)[C:14]1[CH:19]=[CH:18][CH:17]=[CH:16][CH:15]=1)[CH2:8][CH2:9][CH:10]=[CH2:11])([CH3:4])([CH3:3])[CH3:2].C[Si]([N-][Si](C)(C)C)(C)C.[Na+].[Cl-].C([Al+]CC)C.[CH:43](=[O:46])[CH2:44][CH3:45]. Product: [C:1]([O:5][C:6]([C:7]1([CH2:8][CH2:9][CH:10]=[CH2:11])[CH:43]([CH2:44][CH3:45])[O:46][C:13]([C:20]2[CH:21]=[CH:22][CH:23]=[CH:24][CH:25]=2)([C:14]2[CH:15]=[CH:16][CH:17]=[CH:18][CH:19]=2)[NH:12]1)=[O:26])([CH3:2])([CH3:3])[CH3:4]. The catalyst class is: 1.